Task: Binary Classification. Given a miRNA mature sequence and a target amino acid sequence, predict their likelihood of interaction.. Dataset: Experimentally validated miRNA-target interactions with 360,000+ pairs, plus equal number of negative samples (1) Result: 1 (interaction). The miRNA is mmu-miR-297a-5p with sequence AUGUAUGUGUGCAUGUGCAUGU. The protein sequence of the target gene is MNPGFDLSRRNPQEDFELIQRIGSGTYGDVYKARNVNTGELAAIKVIKLEPGEDFAVVQQEIIMMKDCKHPNIVAYFGSYLRRDKLWICMEFCGGGSLQDIYHVTGPLSELQIAYVSRETLQGLYYLHSKGKMHRDIKGANILLTDNGHVKLADFGVSAQITATIAKRKSFIGTPYWMAPEVAAVERKGGYNQLCDLWAVGITAIELAELQPPMFDLHPMRALFLMTKSNFQPPKLKDKLKWSNSFHHFVKMALTKNPKKRPNAEKLLQHPFVTQPLTRSLAIELLDKVNNPDHSTYHDF.... (2) The miRNA is mmu-miR-743b-5p with sequence UGUUCAGACUGGUGUCCAUCA. The protein sequence of the target gene is MCQETPPRPRAPSRWTPALLALLALGGAGLCHASSQPGYHARPSARNKNWCAYIVNKNVSCTVQEGSESFIQAQYNCPWNQMPCPSALVYRVNFRPRFVTRYKIVTQLEWRCCPGFRGPDCQEGPKDHMKTPRPPSARPKNNLKKATDTDPSQVSQPKKTLSPTNAVEPGQVADAKQGPPELQQSKVQVLEEKVVRLTRMVLDLQSTVVGLKENLKHTIQDDGRKEPDSWLGPLHPQPTPDSPLAGDAEPSQLPGIPSSKESGMKDIKSELAEVKDTLKTKSDKLEELDGKVKGYEGQLK.... Result: 0 (no interaction). (3) The miRNA is hsa-miR-6776-5p with sequence UCUGGGUGCAGUGGGGGUU. The protein sequence of the target gene is MGSRPRSPSAFPAPWWGQQPGGPGPAKRLRLEEPAGPEPRVAPSLEDPAGTPAVGALTSIVVLAAGCALRVPLDDVDLVLELPPTSILRVSLDGHTLILIPEVLLSSVDERSGAQDDSSAGLEVDVFLGALREDVVVEQEVFCASVPEIAAQEEAYEEDADPEFPELQMDSAAGSAAGLYSSARSMFSPYREGPIPEPCALAPNPSSEGHSPGPFFDPEFRLLEPVPSSPLQPLPPSPRVGSPGPHAHPPLPKRPPCKARRRLFQE. Result: 0 (no interaction).